Dataset: Forward reaction prediction with 1.9M reactions from USPTO patents (1976-2016). Task: Predict the product of the given reaction. (1) Given the reactants [NH:1]1[C:9]2[C:4](=[CH:5][CH:6]=[CH:7][C:8]=2[C:10]([C:16]2[CH:21]=[CH:20][CH:19]=[CH:18][CH:17]=2)=[CH:11][C:12]([NH:14][CH3:15])=[O:13])[CH:3]=[CH:2]1, predict the reaction product. The product is: [NH:1]1[C:9]2[C:4](=[CH:5][CH:6]=[CH:7][C:8]=2[CH:10]([C:16]2[CH:21]=[CH:20][CH:19]=[CH:18][CH:17]=2)[CH2:11][C:12]([NH:14][CH3:15])=[O:13])[CH:3]=[CH:2]1. (2) Given the reactants [C:1]([C:3]1[C:23]([N+:24]([O-])=O)=[CH:22][CH:21]=[CH:20][C:4]=1[O:5][CH2:6][C@H:7]1[CH2:12][CH2:11][CH2:10][N:9]([C:13]([O:15][C:16]([CH3:19])([CH3:18])[CH3:17])=[O:14])[CH2:8]1)#[N:2], predict the reaction product. The product is: [NH2:24][C:23]1[C:3]([C:1]#[N:2])=[C:4]([CH:20]=[CH:21][CH:22]=1)[O:5][CH2:6][C@H:7]1[CH2:12][CH2:11][CH2:10][N:9]([C:13]([O:15][C:16]([CH3:19])([CH3:17])[CH3:18])=[O:14])[CH2:8]1. (3) Given the reactants [F:1][CH:2]([F:30])[C:3]1[C:11]2[C:6](=[CH:7][C:8]([Cl:12])=[CH:9][CH:10]=2)[N:5]([S:13]([C:16]2[CH:21]=[CH:20][C:19]([O:22][CH3:23])=[C:18]([N:24]3[CH2:29][CH2:28][NH:27][CH2:26][CH2:25]3)[CH:17]=2)(=[O:15])=[O:14])[CH:4]=1.C([BH3-])#N.[Na+].C(O)(=O)C.[CH3:39][C:40]([CH3:42])=O, predict the reaction product. The product is: [Cl:12][C:8]1[CH:7]=[C:6]2[C:11]([C:3]([CH:2]([F:1])[F:30])=[CH:4][N:5]2[S:13]([C:16]2[CH:21]=[CH:20][C:19]([O:22][CH3:23])=[C:18]([N:24]3[CH2:29][CH2:28][N:27]([CH:40]([CH3:42])[CH3:39])[CH2:26][CH2:25]3)[CH:17]=2)(=[O:15])=[O:14])=[CH:10][CH:9]=1. (4) Given the reactants [OH:1][C:2]1[CH:9]=[CH:8][C:5]([CH:6]=[O:7])=[CH:4][C:3]=1[O:10][CH3:11].C(=O)([O-])[O-].[Li+].[Li+].F[C:19]1[CH:26]=[CH:25][C:22]([C:23]#[N:24])=[C:21]([C:27]([F:30])([F:29])[F:28])[CH:20]=1.O, predict the reaction product. The product is: [CH:6]([C:5]1[CH:8]=[CH:9][C:2]([O:1][C:19]2[CH:26]=[CH:25][C:22]([C:23]#[N:24])=[C:21]([C:27]([F:28])([F:30])[F:29])[CH:20]=2)=[C:3]([O:10][CH3:11])[CH:4]=1)=[O:7]. (5) Given the reactants C([NH:8][CH:9]1[CH2:14][CH2:13][CH:12]([S:15]([C:18]2[CH:23]=[CH:22][CH:21]=[C:20]([C:24]([F:27])([F:26])[F:25])[CH:19]=2)(=[O:17])=[O:16])[CH2:11][CH2:10]1)C1C=CC=CC=1, predict the reaction product. The product is: [F:27][C:24]([F:25])([F:26])[C:20]1[CH:19]=[C:18]([S:15]([CH:12]2[CH2:11][CH2:10][CH:9]([NH2:8])[CH2:14][CH2:13]2)(=[O:17])=[O:16])[CH:23]=[CH:22][CH:21]=1. (6) Given the reactants [O:1]=[S:2]1(=[O:19])[CH2:7][CH2:6][CH2:5][CH2:4][N:3]1[C:8]1[N:13]=[C:12]([C:14]([O:16][CH3:17])=[O:15])[C:11]([OH:18])=[CH:10][CH:9]=1.[Br:20]N1C(=O)CCC1=O, predict the reaction product. The product is: [Br:20][C:10]1[CH:9]=[C:8]([N:3]2[CH2:4][CH2:5][CH2:6][CH2:7][S:2]2(=[O:1])=[O:19])[N:13]=[C:12]([C:14]([O:16][CH3:17])=[O:15])[C:11]=1[OH:18]. (7) Given the reactants [F:1][C:2]1[CH:7]=[CH:6][C:5]([CH2:8][C:9]([N:11]=[C:12]=[S:13])=[O:10])=[CH:4][CH:3]=1.C1(C)C=CC=CC=1.[NH2:21][C:22]1[CH:46]=[CH:45][C:25]([O:26][C:27]2[CH:32]=[C:31]([NH:33][C:34]([N:36]3[CH2:40][CH2:39][C@@H:38]([CH2:41][N:42]([CH3:44])[CH3:43])[CH2:37]3)=[O:35])[N:30]=[CH:29][N:28]=2)=[C:24]([F:47])[CH:23]=1.C12(CS(O)(=O)=O)C(C)(C)C(CC1)CC2=O, predict the reaction product. The product is: [CH3:44][N:42]([CH2:41][C@@H:38]1[CH2:39][CH2:40][N:36]([C:34]([NH:33][C:31]2[CH:32]=[C:27]([O:26][C:25]3[CH:45]=[CH:46][C:22]([NH:21][C:12]([NH:11][C:9](=[O:10])[CH2:8][C:5]4[CH:4]=[CH:3][C:2]([F:1])=[CH:7][CH:6]=4)=[S:13])=[CH:23][C:24]=3[F:47])[N:28]=[CH:29][N:30]=2)=[O:35])[CH2:37]1)[CH3:43]. (8) Given the reactants [Cl:1][C:2]1[CH:9]=[C:8]([C:10]2[CH:14]=[CH:13][NH:12][N:11]=2)[CH:7]=[CH:6][C:3]=1[C:4]#[N:5].C(OC(=O)[NH:21][C@@H:22]([CH3:25])[CH2:23]O)(C)(C)C.C1(P(C2C=CC=CC=2)C2C=CC=CC=2)C=CC=CC=1.CC(OC(/N=N/C(OC(C)C)=O)=O)C.Cl, predict the reaction product. The product is: [NH2:21][C@@H:22]([CH3:25])[CH2:23][N:12]1[CH:13]=[CH:14][C:10]([C:8]2[CH:7]=[CH:6][C:3]([C:4]#[N:5])=[C:2]([Cl:1])[CH:9]=2)=[N:11]1.